From a dataset of NCI-60 drug combinations with 297,098 pairs across 59 cell lines. Regression. Given two drug SMILES strings and cell line genomic features, predict the synergy score measuring deviation from expected non-interaction effect. Drug 1: C1=NC(=NC(=O)N1C2C(C(C(O2)CO)O)O)N. Drug 2: C1CC(=O)NC(=O)C1N2C(=O)C3=CC=CC=C3C2=O. Cell line: SN12C. Synergy scores: CSS=16.0, Synergy_ZIP=-2.77, Synergy_Bliss=1.43, Synergy_Loewe=-20.8, Synergy_HSA=-6.51.